This data is from B-cell epitopes from IEDB database with 3,159 antigens for binding position prediction. The task is: Token-level Classification. Given an antigen amino acid sequence, predict which amino acid positions are active epitope sites capable of antibody binding. Output is a list of indices for active positions. (1) Given the antigen sequence: MELAALCRWGLLLALLPPGAASTQVCTGTDMKLRLPASPETHLDMLRHLYQGCQVVQGNLELTYLPTNASLSFLQDIQEVQGYVLIAHNQVRQVPLQRLRIVRGTQLFEDNYALAVLDNGDPLNNTTPVTGASPGGLRELQLRSLTEILKGGVLIQRNPQLCYQDTILWKDIFHKNNQLALTLIDTNRSRACHPCSPMCKGSRCWGESSEDCQSLTRTVCAGGCARCKGPLPTDCCHEQCAAGCTGPKHSDCLACLHFNHSGICELHCPALVTYNTDTFESMPNPEGRYTFGASCVTACPYNYLSTDVGSCTLVCPLHNQEVTAEDGTQRCEKCSKPCARVCYGLGMEHLREVRAVTSANIQEFAGCKKIFGSLAFLPESFDGDPASNTAPLQPEQLQVFETLEEITGYLYISAWPDSLPDLSVFQNLQVIRGRILHNGAYSLTLQGLGISWLGLRSLRELGSGLALIHHNTHLCFVHTVPWDQLFRNPHQALLHTANRP..., which amino acid positions are active epitope sites? The epitope positions are: [377, 378, 379, 380, 381, 382, 383, 384, 385, 386, 387, 388, 389, 390, 391, 392, 393, 394]. The amino acids at these positions are: PESFDGDPASNTAPLQPE. (2) The epitope positions are: [345, 346, 347, 348, 349, 350, 351, 352]. The amino acids at these positions are: DEQDYQIR. Given the antigen sequence: MDRAVSQVALENDEREAKNTWRLIFRIAILFLTVATLAISVASLLYSMGASTPSDLVGIPTRISRAEEKITSTLGSNQDVVDRIYKQVALESPLALLNTETTIMNAITSLSYQINGAANNSGWGAPIHDPDYIGGIGKELIVDDASDVTSFYPSAFQEHLNFIPAPTTGSGCTRIPSFDMSATHYCYTHNVILSGCRDHSHSHQYLALGVLRTSATGRVFFSTLHSINLDDTQNRKSCSVSATPLGCDMLCSKVTETEEEDYNSAVPTRMAHGRLGFDGQYHEKDLDVTTLFRDWVANYPGVGGGSFINSRVWFSVYGGLKPNSPSDTVQEGKYVIYKRYNDTCPDEQDYQIRMAKSSYKPGRFGGKRIQQAILSIKVSTSLGEDPVLTVPPNTVTLMGAEGRILTVGTSHFLYQRGSSYFSPALLYPITVSNKTATLHSPYIFNAFTRPGSIPCQASARCPSSCVTGVYTDPYPLIFHRNHTLRGVFGTMLDSVQARLN..., which amino acid positions are active epitope sites? (3) Given the antigen sequence: MISPVLILFSSFLCHVAIAGRTCPKPDDLPFSTVVPLKTFYEPGEEITYSCKPGYVSRGGMRKFICPLTGLWPINTLKCTPRVCPFAGILENGAVRYTTFEYPNTISFSCNTGFYLNGADSAKCTEEGKWSPELPVCAPIICPPPSIPTFATLRVYKPSAGNNSLYRDTAVFECLPQHAMFGNDTITCTTHGNWTKLPECREVKCPFPSRPDNGFVNYPAKPTLYYKDKATFGCHDGYSLDGPEEIECTKLGNWSAMPSCKASCKLPVKKATVVYQGERVKIQEKFKNGMLHGDKVSFFCKNKEKKCSYTEDAQCIDGTIEVPKCFKEHSSLAFWKTDASDVKPC, which amino acid positions are active epitope sites? The epitope positions are: [293, 294, 295, 296, 297, 298, 299, 300, 301, 302, 303, 304, 305, 306]. The amino acids at these positions are: DKVSFFCKNKEKKC.